From a dataset of Serine/threonine kinase 33 screen with 319,792 compounds. Binary Classification. Given a drug SMILES string, predict its activity (active/inactive) in a high-throughput screening assay against a specified biological target. The compound is O=C1c2c(cc(N(C)C)cc2N(C)C)C(=O)c2c1cccc2. The result is 1 (active).